This data is from Forward reaction prediction with 1.9M reactions from USPTO patents (1976-2016). The task is: Predict the product of the given reaction. (1) Given the reactants [CH3:1][O:2][CH2:3][C@H:4]([OH:11])[CH2:5][CH2:6][CH2:7][CH2:8][CH:9]=[CH2:10].N1C=CC=CC=1.[C:18]1([CH3:28])[CH:23]=[CH:22][C:21]([S:24](Cl)(=[O:26])=[O:25])=[CH:20][CH:19]=1, predict the reaction product. The product is: [CH3:28][C:18]1[CH:23]=[CH:22][C:21]([S:24]([O:11][C@H:4]([CH2:5][CH2:6][CH2:7][CH2:8][CH:9]=[CH2:10])[CH2:3][O:2][CH3:1])(=[O:26])=[O:25])=[CH:20][CH:19]=1. (2) Given the reactants [CH3:1][O:2][C:3]1[CH:8]=[C:7]([N:9]2[CH2:14][CH2:13][O:12][CH2:11][CH2:10]2)[C:6]([N+:15]([O-])=O)=[CH:5][C:4]=1[NH:18][C:19]1[N:24]=[C:23]([N:25]2[CH:29]=[C:28]([CH3:30])[C:27]([CH:31]=O)=[CH:26]2)[C:22]([CH3:33])=[CH:21][N:20]=1.Cl.[NH:35]1[CH2:38][CH:37]([OH:39])[CH2:36]1, predict the reaction product. The product is: [OH:39][CH:37]1[CH2:38][N:35]([CH2:31][C:27]2[C:28]([CH3:30])=[CH:29][N:25]([C:23]3[C:22]([CH3:33])=[CH:21][N:20]=[C:19]([NH:18][C:4]4[C:3]([O:2][CH3:1])=[CH:8][C:7]([N:9]5[CH2:10][CH2:11][O:12][CH2:13][CH2:14]5)=[C:6]([NH:15][C:3](=[O:2])[CH:4]=[CH2:5])[CH:5]=4)[N:24]=3)[CH:26]=2)[CH2:36]1. (3) Given the reactants [F:1][C:2]([F:31])([F:30])[O:3][C:4]1[CH:5]=[C:6]([C:10]2[N:11]([CH2:22][O:23][CH2:24][CH2:25][Si:26]([CH3:29])([CH3:28])[CH3:27])[C:12]([C:15]3[CH:16]=[C:17]([NH2:21])[CH:18]=[CH:19][CH:20]=3)=[N:13][N:14]=2)[CH:7]=[CH:8][CH:9]=1.[CH2:32]([O:34][C:35](=[O:47])[CH2:36][C:37]1[CH:42]=[CH:41][C:40](Br)=[CH:39][C:38]=1[N+:44]([O-:46])=[O:45])[CH3:33].C(=O)([O-])[O-].[Cs+].[Cs+], predict the reaction product. The product is: [CH2:32]([O:34][C:35](=[O:47])[CH2:36][C:37]1[CH:42]=[CH:41][C:40]([NH:21][C:17]2[CH:18]=[CH:19][CH:20]=[C:15]([C:12]3[N:11]([CH2:22][O:23][CH2:24][CH2:25][Si:26]([CH3:27])([CH3:28])[CH3:29])[C:10]([C:6]4[CH:7]=[CH:8][CH:9]=[C:4]([O:3][C:2]([F:30])([F:1])[F:31])[CH:5]=4)=[N:14][N:13]=3)[CH:16]=2)=[CH:39][C:38]=1[N+:44]([O-:46])=[O:45])[CH3:33]. (4) Given the reactants [CH3:1][O:2][C:3]1[C:10]([O:11][CH3:12])=[CH:9][C:6]([CH:7]=O)=[C:5]([N+:13]([O-:15])=[O:14])[CH:4]=1.[C:16]([O:24][CH2:25][CH3:26])(=[O:23])[CH2:17][C:18]([O:20][CH2:21][CH3:22])=[O:19].C(=O)(O)[O-].[Na+], predict the reaction product. The product is: [CH3:1][O:2][C:3]1[C:10]([O:11][CH3:12])=[CH:9][C:6]([CH:7]=[C:17]([C:18]([O:20][CH2:21][CH3:22])=[O:19])[C:16]([O:24][CH2:25][CH3:26])=[O:23])=[C:5]([N+:13]([O-:15])=[O:14])[CH:4]=1. (5) Given the reactants C(O)C.[Br:4][C:5]1[CH:6]=[C:7]([C:12](=O)[CH3:13])[CH:8]=[CH:9][C:10]=1[F:11].Cl.[NH2:16][OH:17], predict the reaction product. The product is: [Br:4][C:5]1[CH:6]=[C:7]([C:12](=[N:16][OH:17])[CH3:13])[CH:8]=[CH:9][C:10]=1[F:11]. (6) Given the reactants [CH:1]([N:4]1[C:12]2[CH:11]=[C:10]([C:13]3[CH:14]=[N:15][NH:16][CH:17]=3)[CH:9]=[C:8]([C:18]([OH:20])=O)[C:7]=2[C:6]([CH3:21])=[N:5]1)([CH3:3])[CH3:2].[NH2:22][CH2:23][C:24]1[C:25](=[O:32])[NH:26][C:27]([CH3:31])=[CH:28][C:29]=1[CH3:30], predict the reaction product. The product is: [CH3:30][C:29]1[CH:28]=[C:27]([CH3:31])[NH:26][C:25](=[O:32])[C:24]=1[CH2:23][NH:22][C:18]([C:8]1[C:7]2[C:6]([CH3:21])=[N:5][N:4]([CH:1]([CH3:3])[CH3:2])[C:12]=2[CH:11]=[C:10]([C:13]2[CH:14]=[N:15][NH:16][CH:17]=2)[CH:9]=1)=[O:20]. (7) Given the reactants [NH2:1][C:2]1[CH:3]=[C:4]([C:8]2[N:9]([CH3:23])[C:10]3[C:15]([C:16]=2[I:17])=[CH:14][C:13]([C:18]([O:20]C)=[O:19])=[C:12]([OH:22])[CH:11]=3)[CH:5]=[CH:6][CH:7]=1.[Li+].[OH-].Cl, predict the reaction product. The product is: [NH2:1][C:2]1[CH:3]=[C:4]([C:8]2[N:9]([CH3:23])[C:10]3[C:15]([C:16]=2[I:17])=[CH:14][C:13]([C:18]([OH:20])=[O:19])=[C:12]([OH:22])[CH:11]=3)[CH:5]=[CH:6][CH:7]=1. (8) Given the reactants [Cl:1][C:2]1[CH:7]=[C:6]([C:8]2[C:9](=[O:19])[O:10][C:11]3([CH2:18][CH2:17][CH2:16][CH2:15][CH2:14]3)[C:12]=2[OH:13])[C:5]([CH3:20])=[CH:4][C:3]=1[C:21]1[CH:26]=[CH:25][C:24]([CH3:27])=[C:23]([N+:28]([O-])=O)[CH:22]=1.CS(Cl)(=O)=O.[C:36](O)(=[O:38])[CH3:37], predict the reaction product. The product is: [Cl:1][C:2]1[CH:7]=[C:6]([C:8]2[C:9](=[O:19])[O:10][C:11]3([CH2:18][CH2:17][CH2:16][CH2:15][CH2:14]3)[C:12]=2[OH:13])[C:5]([CH3:20])=[CH:4][C:3]=1[C:21]1[CH:26]=[CH:25][C:24]([CH3:27])=[C:23]([NH:28][C:36](=[O:38])[CH3:37])[CH:22]=1.